Dataset: Catalyst prediction with 721,799 reactions and 888 catalyst types from USPTO. Task: Predict which catalyst facilitates the given reaction. (1) Reactant: [CH2:1]([O:8][C@H:9]1[C@@H:21]([O:22][CH2:23][C:24]2[CH:29]=[CH:28][CH:27]=[CH:26][CH:25]=2)[C@H:20]([O:30][CH2:31][C:32]2[CH:37]=[CH:36][CH:35]=[CH:34][CH:33]=2)[C@@H:19]([C@@H:38]([CH2:40][OH:41])[OH:39])[O:18][C@@H:10]1SC1C=CC=CC=1)[C:2]1[CH:7]=[CH:6][CH:5]=[CH:4][CH:3]=1. Product: [CH2:1]([O:8][C@H:9]1[C@@H:21]([O:22][CH2:23][C:24]2[CH:29]=[CH:28][CH:27]=[CH:26][CH:25]=2)[C@H:20]([O:30][CH2:31][C:32]2[CH:33]=[CH:34][CH:35]=[CH:36][CH:37]=2)[C@@H:19]([C@@H:38]([CH2:40][OH:41])[OH:39])[O:18][CH2:10]1)[C:2]1[CH:7]=[CH:6][CH:5]=[CH:4][CH:3]=1. The catalyst class is: 14. (2) Reactant: [NH2:1][C:2]1[CH:3]=[C:4]([CH2:8][S:9]([NH2:12])(=[O:11])=[O:10])[CH:5]=[CH:6][CH:7]=1.Cl[C:14]1[CH:19]=[C:18]([C:20]2[CH:25]=[CH:24][CH:23]=[CH:22][C:21]=2[O:26][CH2:27][CH:28]2[CH2:32][CH2:31][CH2:30][O:29]2)[N:17]=[CH:16][N:15]=1. Product: [O:29]1[CH2:30][CH2:31][CH2:32][CH:28]1[CH2:27][O:26][C:21]1[CH:22]=[CH:23][CH:24]=[CH:25][C:20]=1[C:18]1[N:17]=[CH:16][N:15]=[C:14]([NH:1][C:2]2[CH:3]=[C:4]([CH2:8][S:9]([NH2:12])(=[O:10])=[O:11])[CH:5]=[CH:6][CH:7]=2)[CH:19]=1. The catalyst class is: 3. (3) Product: [CH3:20][Si:19]([CH3:22])([CH3:21])[CH2:18][CH2:17][O:16][CH2:15][N:1]1[CH:5]=[CH:4][N:3]=[C:2]1[C:6]1[CH:11]=[N:10][CH:9]=[CH:8][N:7]=1. Reactant: [N:1]1[C:2]([C:6]2[CH:11]=[N:10][CH:9]=[CH:8][N:7]=2)=[N:3][CH2:4][CH:5]=1.[H-].[Na+].Cl[CH2:15][O:16][CH2:17][CH2:18][Si:19]([CH3:22])([CH3:21])[CH3:20]. The catalyst class is: 3. (4) Reactant: C(NC(C)C)(C)C.C([Li])CCC.[CH2:13]([CH:15]1[CH2:19][CH2:18][N:17]([CH2:20][C:21]2[CH:26]=[CH:25][C:24]([O:27][CH3:28])=[CH:23][CH:22]=2)[C:16]1=[O:29])[CH3:14].Br[CH2:31][C:32]([O:34][CH2:35][CH3:36])=[O:33].[Cl-].[NH4+]. Product: [CH2:35]([O:34][C:32](=[O:33])[CH2:31][C:15]1([CH2:13][CH3:14])[CH2:19][CH2:18][N:17]([CH2:20][C:21]2[CH:26]=[CH:25][C:24]([O:27][CH3:28])=[CH:23][CH:22]=2)[C:16]1=[O:29])[CH3:36]. The catalyst class is: 7. (5) Reactant: C(O)(=O)C.[NH2:5][C:6]1[N:11]([CH3:12])[C:10](=[O:13])[NH:9][C:8](=[O:14])[CH:7]=1.[N:15]([O-])=[O:16].[Na+]. Product: [NH2:5][C:6]1[N:11]([CH3:12])[C:10](=[O:13])[NH:9][C:8](=[O:14])[C:7]=1[N:15]=[O:16]. The catalyst class is: 6. (6) Product: [NH2:54][CH2:53][C:50]1[CH:49]=[CH:48][C:47]([C:46]2[N:42]([C@@H:10]3[CH2:11][C@:12]45[C:29]6[C@H:20]([CH2:19][CH2:18][C@H:17]4[C@@:16]([CH3:41])([CH2:15][O:14][CH2:13]5)[C@H:9]3[O:8][CH2:7][C@@:6]([NH2:5])([CH3:59])[C:55]([CH3:56])([CH3:58])[CH3:57])[C@:21]3([CH3:40])[C@:26]([CH3:30])([C@H:25]([C:31]([OH:33])=[O:32])[C@:24]([C@H:35]([CH3:39])[CH:36]([CH3:38])[CH3:37])([CH3:34])[CH2:23][CH2:22]3)[CH2:27][CH:28]=6)[N:43]=[CH:44][N:45]=2)=[CH:52][CH:51]=1. Reactant: C(O)(=O)C.[NH2:5][C@:6]([CH3:59])([C:55]([CH3:58])([CH3:57])[CH3:56])[CH2:7][O:8][C@@H:9]1[C@@:16]2([CH3:41])[C@@H:17]3[CH2:18][CH2:19][C@H:20]4[C:29]([C@@:12]3([CH2:13][O:14][CH2:15]2)[CH2:11][C@H:10]1[N:42]1[C:46]([C:47]2[CH:52]=[CH:51][C:50]([C:53]#[N:54])=[CH:49][CH:48]=2)=[N:45][CH:44]=[N:43]1)=[CH:28][CH2:27][C@:26]1([CH3:30])[C@:21]4([CH3:40])[CH2:22][CH2:23][C@@:24]([C@H:35]([CH3:39])[CH:36]([CH3:38])[CH3:37])([CH3:34])[C@H:25]1[C:31]([OH:33])=[O:32]. The catalyst class is: 105. (7) Reactant: [Br:1][C:2]1[CH:3]=[C:4]([C:8]2[CH:28]=[C:11]3[N:12]=[C:13]([CH3:27])[C:14]([C@H:17]([O:22][C:23]([CH3:26])([CH3:25])[CH3:24])[C:18]([O:20][CH3:21])=[O:19])=[C:15](I)[N:10]3[N:9]=2)[CH:5]=[CH:6][CH:7]=1.[CH2:29]([CH:32]1[C:41]2[C:36](=[CH:37][CH:38]=[C:39](B3OC(C)(C)C(C)(C)O3)[CH:40]=2)[O:35][CH2:34][CH2:33]1)[CH:30]=[CH2:31].C([O-])([O-])=O.[Na+].[Na+].N#N. Product: [CH2:29]([CH:32]1[C:41]2[C:36](=[CH:37][CH:38]=[C:39]([C:15]3[N:10]4[N:9]=[C:8]([C:4]5[CH:5]=[CH:6][CH:7]=[C:2]([Br:1])[CH:3]=5)[CH:28]=[C:11]4[N:12]=[C:13]([CH3:27])[C:14]=3[C@H:17]([O:22][C:23]([CH3:26])([CH3:25])[CH3:24])[C:18]([O:20][CH3:21])=[O:19])[CH:40]=2)[O:35][CH2:34][CH2:33]1)[CH:30]=[CH2:31]. The catalyst class is: 128. (8) Reactant: [NH2:1][C:2]1[C:3]([CH:8]=O)=[N:4][CH:5]=[CH:6][CH:7]=1.CC1(C)O[C:15](=[O:17])[CH:14]=[C:13]([CH3:18])[O:12]1. Product: [C:13]([C:14]1[C:15](=[O:17])[NH:1][C:2]2[C:3]([CH:8]=1)=[N:4][CH:5]=[CH:6][CH:7]=2)(=[O:12])[CH3:18]. The catalyst class is: 113.